Dataset: Full USPTO retrosynthesis dataset with 1.9M reactions from patents (1976-2016). Task: Predict the reactants needed to synthesize the given product. (1) Given the product [CH3:1][C:2]1[CH:7]=[CH:6][CH:5]=[C:4]([CH3:8])[C:3]=1[C:9]1[N:14]=[C:13]([CH2:15][O:16][C:17]2[N:22]=[CH:21][C:20]3[CH:23]4[CH:26]([C:27]([OH:29])=[O:28])[CH:24]4[CH2:25][C:19]=3[CH:18]=2)[C:12]([F:32])=[CH:11][CH:10]=1, predict the reactants needed to synthesize it. The reactants are: [CH3:1][C:2]1[CH:7]=[CH:6][CH:5]=[C:4]([CH3:8])[C:3]=1[C:9]1[N:14]=[C:13]([CH2:15][O:16][C:17]2[N:22]=[CH:21][C:20]3[CH:23]4[CH:26]([C:27]([O:29]CC)=[O:28])[CH:24]4[CH2:25][C:19]=3[CH:18]=2)[C:12]([F:32])=[CH:11][CH:10]=1.C1COCC1.[OH-].[Na+].Cl. (2) The reactants are: [CH2:1]([N:9]1[CH2:14][CH2:13][C:12](=O)[CH2:11][CH2:10]1)[CH2:2][C:3]1[CH:8]=[CH:7][CH:6]=[CH:5][CH:4]=1.[NH2:16][C:17]1[CH:22]=[CH:21][CH:20]=[CH:19][CH:18]=1.B.C(C1C=CC(C)=NC=1)C.Cl.[C:34](Cl)(=[O:37])[CH2:35][CH3:36]. Given the product [CH3:36][CH2:35][C:34]([N:16]([CH:12]1[CH2:13][CH2:14][N:9]([CH2:1][CH2:2][C:3]2[CH:8]=[CH:7][CH:6]=[CH:5][CH:4]=2)[CH2:10][CH2:11]1)[C:17]1[CH:22]=[CH:21][CH:20]=[CH:19][CH:18]=1)=[O:37], predict the reactants needed to synthesize it.